This data is from Full USPTO retrosynthesis dataset with 1.9M reactions from patents (1976-2016). The task is: Predict the reactants needed to synthesize the given product. (1) Given the product [ClH:1].[F:2][C:3]1[CH:4]=[C:5]([C:10]2[C:18]3[C:13](=[CH:14][C:15]([O:19][CH2:20][CH2:21][CH:22]4[CH2:27][CH2:26][N:25]([CH3:37])[CH2:24][CH2:23]4)=[CH:16][CH:17]=3)[C:12](=[O:28])[C:11]=2[C:29]2[CH:30]=[N:31][CH:32]=[CH:33][CH:34]=2)[CH:6]=[C:7]([F:9])[CH:8]=1, predict the reactants needed to synthesize it. The reactants are: [ClH:1].[F:2][C:3]1[CH:4]=[C:5]([C:10]2[C:18]3[C:13](=[CH:14][C:15]([O:19][CH2:20][CH2:21][CH:22]4[CH2:27][CH2:26][NH:25][CH2:24][CH2:23]4)=[CH:16][CH:17]=3)[C:12](=[O:28])[C:11]=2[C:29]2[CH:30]=[N:31][CH:32]=[CH:33][CH:34]=2)[CH:6]=[C:7]([F:9])[CH:8]=1.C=O.[C:37](O[BH-](OC(=O)C)OC(=O)C)(=O)C.[Na+]. (2) The reactants are: [I:1]Cl.[Cl:3][C:4]1[CH:10]=[CH:9][C:7]([NH2:8])=[CH:6][C:5]=1[F:11]. Given the product [Cl:3][C:4]1[C:5]([F:11])=[CH:6][C:7]([NH2:8])=[C:9]([I:1])[CH:10]=1, predict the reactants needed to synthesize it.